Dataset: Full USPTO retrosynthesis dataset with 1.9M reactions from patents (1976-2016). Task: Predict the reactants needed to synthesize the given product. (1) Given the product [CH3:38][N:1]1[CH2:6][CH2:5][CH2:4][CH:3]([C:7]2[CH:12]=[CH:11][C:10]([NH:13][C:14]3[N:19]=[C:18]([CH2:20][CH2:21][C:22]4[CH:27]=[CH:26][CH:25]=[CH:24][C:23]=4[CH2:28][C:29]([NH2:31])=[O:30])[C:17]([C:32]([F:35])([F:33])[F:34])=[CH:16][N:15]=3)=[CH:9][CH:8]=2)[CH2:2]1, predict the reactants needed to synthesize it. The reactants are: [NH:1]1[CH2:6][CH2:5][CH2:4][CH:3]([C:7]2[CH:12]=[CH:11][C:10]([NH:13][C:14]3[N:19]=[C:18]([CH2:20][CH2:21][C:22]4[CH:27]=[CH:26][CH:25]=[CH:24][C:23]=4[CH2:28][C:29]([NH2:31])=[O:30])[C:17]([C:32]([F:35])([F:34])[F:33])=[CH:16][N:15]=3)=[CH:9][CH:8]=2)[CH2:2]1.C=O.[C:38](O[BH-](OC(=O)C)OC(=O)C)(=O)C.[Na+]. (2) Given the product [CH3:1][O:2][C:3]1[CH:8]=[N:7][C:6]([C:9]2[CH:13]=[C:12]([C:14]([OH:16])=[O:15])[NH:11][N:10]=2)=[C:5]2[NH:19][CH:20]=[C:21]([C:22](=[O:42])[C:23](=[O:41])[N:24]3[CH2:25][CH2:26][N:27]([C:30]4[N:34]([C:35]5[CH:40]=[CH:39][CH:38]=[CH:37][CH:36]=5)[N:33]=[N:32][N:31]=4)[CH2:28][CH2:29]3)[C:4]=12, predict the reactants needed to synthesize it. The reactants are: [CH3:1][O:2][C:3]1[CH:8]=[N:7][C:6]([C:9]2[CH:13]=[C:12]([C:14]([O:16]CC)=[O:15])[NH:11][N:10]=2)=[C:5]2[NH:19][CH:20]=[C:21]([C:22](=[O:42])[C:23](=[O:41])[N:24]3[CH2:29][CH2:28][N:27]([C:30]4[N:34]([C:35]5[CH:40]=[CH:39][CH:38]=[CH:37][CH:36]=5)[N:33]=[N:32][N:31]=4)[CH2:26][CH2:25]3)[C:4]=12.O[Li].O.Cl. (3) The reactants are: [C:1]1([CH:7]2[S:12][CH2:11][CH2:10][CH2:9][S:8]2)[CH:6]=[CH:5][CH:4]=[CH:3][CH:2]=1.C([Li])CCC.[CH2:18]([Ge:20](Cl)([Cl:23])[CH2:21][CH3:22])[CH3:19]. Given the product [Cl:23][Ge:20]([CH2:21][CH3:22])([CH2:18][CH3:19])[C:7]1([C:1]2[CH:2]=[CH:3][CH:4]=[CH:5][CH:6]=2)[S:8][CH2:9][CH2:10][CH2:11][S:12]1, predict the reactants needed to synthesize it. (4) Given the product [O:5]1[CH2:6][CH2:7][CH:2]([NH:1][C:9]2[CH:10]=[C:11]([NH:25][C:26]3[CH:30]=[C:29]([CH3:31])[NH:28][N:27]=3)[N:12]=[C:13]([C:15]3[N:16]([CH3:24])[C:17]4[C:22]([CH:23]=3)=[CH:21][CH:20]=[CH:19][CH:18]=4)[N:14]=2)[CH2:3][CH2:4]1, predict the reactants needed to synthesize it. The reactants are: [NH2:1][CH:2]1[CH2:7][CH2:6][O:5][CH2:4][CH2:3]1.Cl[C:9]1[N:14]=[C:13]([C:15]2[N:16]([CH3:24])[C:17]3[C:22]([CH:23]=2)=[CH:21][CH:20]=[CH:19][CH:18]=3)[N:12]=[C:11]([NH:25][C:26]2[CH:30]=[C:29]([CH3:31])[NH:28][N:27]=2)[CH:10]=1. (5) Given the product [CH3:23][C:2]([CH3:1])([CH2:7][C:8]([NH:10][CH2:11][C:12]([C:14]1[CH:15]=[CH:16][C:17]([N+:20]([O-:22])=[O:21])=[CH:18][CH:19]=1)=[O:13])=[O:9])[CH2:3][C:40]([O:39][CH3:38])=[O:49], predict the reactants needed to synthesize it. The reactants are: [CH3:1][C:2]([CH3:23])([CH2:7][C:8]([NH:10][CH2:11][C:12]([C:14]1[CH:19]=[CH:18][C:17]([N+:20]([O-:22])=[O:21])=[CH:16][CH:15]=1)=[O:13])=[O:9])[C:3](OC)=O.Cl.NCC(C1C=CC([N+]([O-])=O)=CC=1)=O.[CH3:38][O:39][C:40](=[O:49])CC(C)(C)CC(O)=O. (6) Given the product [C:1]([O:5][C:6](=[O:20])[N:7]([CH3:19])[C@@H:8]1[CH2:12][CH2:11][C@H:10]([C:13]2[O:18][C:16]([CH3:17])=[CH:15][N:14]=2)[CH2:9]1)([CH3:4])([CH3:3])[CH3:2], predict the reactants needed to synthesize it. The reactants are: [C:1]([O:5][C:6](=[O:20])[N:7]([CH3:19])[C@@H:8]1[CH2:12][CH2:11][C@H:10]([C:13](=[O:18])[NH:14][CH2:15][C:16]#[CH:17])[CH2:9]1)([CH3:4])([CH3:3])[CH3:2].